From a dataset of Acute oral toxicity (LD50) regression data from Zhu et al.. Regression/Classification. Given a drug SMILES string, predict its toxicity properties. Task type varies by dataset: regression for continuous values (e.g., LD50, hERG inhibition percentage) or binary classification for toxic/non-toxic outcomes (e.g., AMES mutagenicity, cardiotoxicity, hepatotoxicity). Dataset: ld50_zhu. (1) The compound is CN=NNc1ccc(C)cc1. The rat oral LD50 is 2.59, given as -log10 of the dose in mol/kg body weight (higher means more acutely toxic). (2) The compound is CC(C)(O)C(=O)c1ccc(OCCO)cc1. The rat oral LD50 is 1.74, given as -log10 of the dose in mol/kg body weight (higher means more acutely toxic). (3) The molecule is CCOP(=S)(CC)SCSc1ccc(Cl)cc1. The rat oral LD50 is 4.28, given as -log10 of the dose in mol/kg body weight (higher means more acutely toxic). (4) The compound is CC(C)OC(=O)C(O)(c1ccc(Br)cc1)c1ccc(Br)cc1. The rat oral LD50 is 1.93, given as -log10 of the dose in mol/kg body weight (higher means more acutely toxic). (5) The drug is C1=CC2CCC1C2. The rat oral LD50 is 0.921, given as -log10 of the dose in mol/kg body weight (higher means more acutely toxic). (6) The compound is O=C1C=CC(=O)N1C(=O)NCNC(=O)N1C(=O)C=CC1=O. The rat oral LD50 is 2.31, given as -log10 of the dose in mol/kg body weight (higher means more acutely toxic).